Dataset: Forward reaction prediction with 1.9M reactions from USPTO patents (1976-2016). Task: Predict the product of the given reaction. (1) Given the reactants [CH2:1](N(CC)CC)C.[C:8](Cl)(=[O:11])[CH:9]=[CH2:10].[NH2:13][C@H:14]([C:22]([OH:24])=[O:23])[CH2:15][C:16]1[CH:21]=[CH:20][CH:19]=[CH:18][CH:17]=1.Cl.COC(=O)[C@H](C)N, predict the reaction product. The product is: [CH3:1][O:23][C:22](=[O:24])[C@@H:14]([NH:13][C:8](=[O:11])[CH:9]=[CH2:10])[CH2:15][C:16]1[CH:21]=[CH:20][CH:19]=[CH:18][CH:17]=1. (2) Given the reactants C([S:4][CH2:5][CH:6]([CH2:24][S:25]C(=O)C)[CH2:7][CH2:8][CH2:9][CH2:10][C:11]1[N:12]=[C:13]([C:17]2[CH:22]=[CH:21][C:20]([CH3:23])=[CH:19][CH:18]=2)[O:14][C:15]=1[CH3:16])(=O)C.[OH-].[Na+].Cl, predict the reaction product. The product is: [SH:4][CH2:5][CH:6]([CH2:24][SH:25])[CH2:7][CH2:8][CH2:9][CH2:10][C:11]1[N:12]=[C:13]([C:17]2[CH:22]=[CH:21][C:20]([CH3:23])=[CH:19][CH:18]=2)[O:14][C:15]=1[CH3:16]. (3) Given the reactants [C:1]([O:5][C:6](=[O:19])[NH:7][CH2:8][CH2:9][CH:10]([N:12]1[CH2:17][CH2:16][C:15](=O)[CH2:14][CH2:13]1)[CH3:11])([CH3:4])([CH3:3])[CH3:2].[NH2:20][CH2:21][C:22]1[N:27]=[C:26]([C:28]#[N:29])[CH:25]=[CH:24][CH:23]=1.C(O[BH-](OC(=O)C)OC(=O)C)(=O)C.[Na+].C(O)(=O)C, predict the reaction product. The product is: [C:1]([O:5][C:6](=[O:19])[NH:7][CH2:8][CH2:9][CH:10]([N:12]1[CH2:17][CH2:16][CH:15]([NH:20][CH2:21][C:22]2[CH:23]=[CH:24][CH:25]=[C:26]([C:28]#[N:29])[N:27]=2)[CH2:14][CH2:13]1)[CH3:11])([CH3:4])([CH3:3])[CH3:2]. (4) Given the reactants [Cl-:1].[CH2:2]([O:9][CH2:10][CH:11]1[CH2:16][CH2:15][CH:14]([C@H:17]2[CH2:21][CH2:20][CH2:19][N:18]2[C:22]2[C:31]([CH2:32]O)=[CH:30][C:29]3[C:24](=[CH:25][C:26]([F:35])=[C:27]([F:34])[CH:28]=3)[N:23]=2)[CH2:13][CH2:12]1)[C:3]1[CH:8]=[CH:7][CH:6]=[CH:5][CH:4]=1.C(N(CC)C(C)C)(C)C.O, predict the reaction product. The product is: [CH2:2]([O:9][CH2:10][CH:11]1[CH2:16][CH2:15][CH:14]([C@H:17]2[CH2:21][CH2:20][CH2:19][N:18]2[C:22]2[C:31]([CH2:32][Cl:1])=[CH:30][C:29]3[C:24](=[CH:25][C:26]([F:35])=[C:27]([F:34])[CH:28]=3)[N:23]=2)[CH2:13][CH2:12]1)[C:3]1[CH:8]=[CH:7][CH:6]=[CH:5][CH:4]=1.